From a dataset of NCI-60 drug combinations with 297,098 pairs across 59 cell lines. Regression. Given two drug SMILES strings and cell line genomic features, predict the synergy score measuring deviation from expected non-interaction effect. (1) Drug 1: CC1=C2C(C(=O)C3(C(CC4C(C3C(C(C2(C)C)(CC1OC(=O)C(C(C5=CC=CC=C5)NC(=O)OC(C)(C)C)O)O)OC(=O)C6=CC=CC=C6)(CO4)OC(=O)C)OC)C)OC. Drug 2: CC1=C2C(C(=O)C3(C(CC4C(C3C(C(C2(C)C)(CC1OC(=O)C(C(C5=CC=CC=C5)NC(=O)C6=CC=CC=C6)O)O)OC(=O)C7=CC=CC=C7)(CO4)OC(=O)C)O)C)OC(=O)C. Cell line: SK-MEL-28. Synergy scores: CSS=46.0, Synergy_ZIP=-3.11, Synergy_Bliss=-3.63, Synergy_Loewe=-0.118, Synergy_HSA=2.62. (2) Drug 1: CN1CCC(CC1)COC2=C(C=C3C(=C2)N=CN=C3NC4=C(C=C(C=C4)Br)F)OC. Drug 2: COCCOC1=C(C=C2C(=C1)C(=NC=N2)NC3=CC=CC(=C3)C#C)OCCOC.Cl. Cell line: COLO 205. Synergy scores: CSS=2.16, Synergy_ZIP=2.60, Synergy_Bliss=9.11, Synergy_Loewe=0.583, Synergy_HSA=1.32. (3) Drug 1: CCC(=C(C1=CC=CC=C1)C2=CC=C(C=C2)OCCN(C)C)C3=CC=CC=C3.C(C(=O)O)C(CC(=O)O)(C(=O)O)O. Drug 2: B(C(CC(C)C)NC(=O)C(CC1=CC=CC=C1)NC(=O)C2=NC=CN=C2)(O)O. Cell line: NCI-H226. Synergy scores: CSS=38.2, Synergy_ZIP=3.77, Synergy_Bliss=5.81, Synergy_Loewe=-32.5, Synergy_HSA=4.26. (4) Drug 1: C1CCN(CC1)CCOC2=CC=C(C=C2)C(=O)C3=C(SC4=C3C=CC(=C4)O)C5=CC=C(C=C5)O. Drug 2: CC12CCC3C(C1CCC2=O)CC(=C)C4=CC(=O)C=CC34C. Cell line: SR. Synergy scores: CSS=35.5, Synergy_ZIP=1.66, Synergy_Bliss=1.37, Synergy_Loewe=0.974, Synergy_HSA=0.642. (5) Drug 1: C1=CN(C(=O)N=C1N)C2C(C(C(O2)CO)O)O.Cl. Drug 2: C#CCC(CC1=CN=C2C(=N1)C(=NC(=N2)N)N)C3=CC=C(C=C3)C(=O)NC(CCC(=O)O)C(=O)O. Cell line: NCI-H226. Synergy scores: CSS=30.5, Synergy_ZIP=-3.52, Synergy_Bliss=-12.3, Synergy_Loewe=-30.0, Synergy_HSA=-14.9. (6) Drug 1: CN1C(=O)N2C=NC(=C2N=N1)C(=O)N. Drug 2: COCCOC1=C(C=C2C(=C1)C(=NC=N2)NC3=CC=CC(=C3)C#C)OCCOC.Cl. Cell line: SK-MEL-28. Synergy scores: CSS=-4.69, Synergy_ZIP=2.89, Synergy_Bliss=1.20, Synergy_Loewe=-2.91, Synergy_HSA=-3.58. (7) Drug 1: C1=CC=C(C(=C1)C(C2=CC=C(C=C2)Cl)C(Cl)Cl)Cl. Drug 2: CC1CCCC2(C(O2)CC(NC(=O)CC(C(C(=O)C(C1O)C)(C)C)O)C(=CC3=CSC(=N3)C)C)C. Cell line: SR. Synergy scores: CSS=63.7, Synergy_ZIP=1.06, Synergy_Bliss=0.786, Synergy_Loewe=-29.4, Synergy_HSA=1.31. (8) Drug 1: CC(C)NC(=O)C1=CC=C(C=C1)CNNC.Cl. Drug 2: CC1C(C(CC(O1)OC2CC(CC3=C2C(=C4C(=C3O)C(=O)C5=C(C4=O)C(=CC=C5)OC)O)(C(=O)CO)O)N)O.Cl. Cell line: RPMI-8226. Synergy scores: CSS=43.8, Synergy_ZIP=-0.586, Synergy_Bliss=-0.651, Synergy_Loewe=1.52, Synergy_HSA=2.65. (9) Drug 1: CN1CCC(CC1)COC2=C(C=C3C(=C2)N=CN=C3NC4=C(C=C(C=C4)Br)F)OC. Drug 2: C1=C(C(=O)NC(=O)N1)F. Cell line: BT-549. Synergy scores: CSS=30.0, Synergy_ZIP=0.163, Synergy_Bliss=-1.30, Synergy_Loewe=-3.42, Synergy_HSA=-2.90.